This data is from NCI-60 drug combinations with 297,098 pairs across 59 cell lines. The task is: Regression. Given two drug SMILES strings and cell line genomic features, predict the synergy score measuring deviation from expected non-interaction effect. (1) Drug 1: CC1=C(C=C(C=C1)NC2=NC=CC(=N2)N(C)C3=CC4=NN(C(=C4C=C3)C)C)S(=O)(=O)N.Cl. Drug 2: C(CC(=O)O)C(=O)CN.Cl. Cell line: UACC-257. Synergy scores: CSS=-1.21, Synergy_ZIP=-1.85, Synergy_Bliss=-5.12, Synergy_Loewe=-6.36, Synergy_HSA=-5.94. (2) Drug 1: CCCCCOC(=O)NC1=NC(=O)N(C=C1F)C2C(C(C(O2)C)O)O. Drug 2: C1=NC(=NC(=O)N1C2C(C(C(O2)CO)O)O)N. Cell line: HT29. Synergy scores: CSS=15.4, Synergy_ZIP=-3.90, Synergy_Bliss=2.30, Synergy_Loewe=-15.2, Synergy_HSA=0.471. (3) Drug 2: CCN(CC)CCCC(C)NC1=C2C=C(C=CC2=NC3=C1C=CC(=C3)Cl)OC. Synergy scores: CSS=3.90, Synergy_ZIP=4.53, Synergy_Bliss=2.76, Synergy_Loewe=-0.272, Synergy_HSA=0.946. Drug 1: C1=CC=C(C(=C1)C(C2=CC=C(C=C2)Cl)C(Cl)Cl)Cl. Cell line: MALME-3M. (4) Drug 1: CC1=C(C=C(C=C1)NC(=O)C2=CC=C(C=C2)CN3CCN(CC3)C)NC4=NC=CC(=N4)C5=CN=CC=C5. Drug 2: C1CNP(=O)(OC1)N(CCCl)CCCl. Cell line: OVCAR-4. Synergy scores: CSS=-2.95, Synergy_ZIP=0.562, Synergy_Bliss=-2.60, Synergy_Loewe=-5.04, Synergy_HSA=-3.97. (5) Drug 1: C1CC(=O)NC(=O)C1N2CC3=C(C2=O)C=CC=C3N. Drug 2: N.N.Cl[Pt+2]Cl. Cell line: SNB-19. Synergy scores: CSS=1.75, Synergy_ZIP=0.529, Synergy_Bliss=-1.31, Synergy_Loewe=-2.46, Synergy_HSA=-3.66.